From a dataset of Full USPTO retrosynthesis dataset with 1.9M reactions from patents (1976-2016). Predict the reactants needed to synthesize the given product. (1) Given the product [CH:1]1([C:4]2[C:13]([C:14]3[NH:24][C:19]4[CH:18]=[N:17][CH:22]=[CH:21][C:20]=4[N:23]=3)=[CH:12][C:7]([C:8]([O:10][CH3:11])=[O:9])=[C:6]([CH3:16])[CH:5]=2)[CH2:3][CH2:2]1, predict the reactants needed to synthesize it. The reactants are: [CH:1]1([C:4]2[C:13]([CH:14]=O)=[CH:12][C:7]([C:8]([O:10][CH3:11])=[O:9])=[C:6]([CH3:16])[CH:5]=2)[CH2:3][CH2:2]1.[N:17]1[CH:22]=[CH:21][C:20]([NH2:23])=[C:19]([NH2:24])[CH:18]=1.C(O)C. (2) Given the product [I-:26].[CH3:24][N+:20]1([CH3:25])[CH2:21][CH2:22][CH2:23][CH:19]1[CH2:18][CH2:17][N:10]([CH:2]1[CH2:3][C:4]2[C:9](=[CH:8][CH:7]=[CH:6][CH:5]=2)[CH2:1]1)[C:11]1[CH:12]=[CH:13][CH:14]=[CH:15][CH:16]=1, predict the reactants needed to synthesize it. The reactants are: [CH2:1]1[C:9]2[C:4](=[CH:5][CH:6]=[CH:7][CH:8]=2)[CH2:3][CH:2]1[N:10]([CH2:17][CH2:18][CH:19]1[CH2:23][CH2:22][CH2:21][N:20]1[CH3:24])[C:11]1[CH:16]=[CH:15][CH:14]=[CH:13][CH:12]=1.[CH3:25][I:26]. (3) Given the product [CH3:12][C:7]1[C:6]([C:4](=[O:5])[CH3:14])=[C:10]([CH3:11])[O:9][N:8]=1, predict the reactants needed to synthesize it. The reactants are: CON(C)[C:4]([C:6]1[C:7]([CH3:12])=[N:8][O:9][C:10]=1[CH3:11])=[O:5].[CH3:14][Mg]Br.C([O-])([O-])=O.[K+].[K+]. (4) Given the product [O:3]=[C:4]1[N:8]([CH:9]2[CH2:14][CH2:13][N:12]([C:15]([O:17][C@H:18]([CH2:39][C:40]3[CH:41]=[C:42]([CH3:48])[C:43]([OH:47])=[C:44]([CH3:46])[CH:45]=3)[C:19]([N:21]3[CH2:26][CH2:25][CH:24]([CH:27]4[CH2:32][CH2:31][N:30]([CH2:33][C:34]([OH:36])=[O:35])[CH2:29][CH2:28]4)[CH2:23][CH2:22]3)=[O:20])=[O:16])[CH2:11][CH2:10]2)[N:7]=[C:6]([C:49]2[CH:50]=[CH:51][CH:52]=[CH:53][CH:54]=2)[NH:5]1, predict the reactants needed to synthesize it. The reactants are: [Li+].[OH-].[O:3]=[C:4]1[N:8]([CH:9]2[CH2:14][CH2:13][N:12]([C:15]([O:17][C@H:18]([CH2:39][C:40]3[CH:45]=[C:44]([CH3:46])[C:43]([OH:47])=[C:42]([CH3:48])[CH:41]=3)[C:19]([N:21]3[CH2:26][CH2:25][CH:24]([CH:27]4[CH2:32][CH2:31][N:30]([CH2:33][C:34]([O:36]CC)=[O:35])[CH2:29][CH2:28]4)[CH2:23][CH2:22]3)=[O:20])=[O:16])[CH2:11][CH2:10]2)[N:7]=[C:6]([C:49]2[CH:54]=[CH:53][CH:52]=[CH:51][CH:50]=2)[NH:5]1.